This data is from Reaction yield outcomes from USPTO patents with 853,638 reactions. The task is: Predict the reaction yield, written as a fraction of the theoretical maximum amount of product (1.0 means a 100% yield; for example, 0.34 means a 34% yield). (1) The reactants are [F:1][C:2]([F:17])([F:16])[O:3][C:4]1[CH:15]=[CH:14][C:7]([CH2:8][CH:9]([C:12]#[N:13])[C:10]#[N:11])=[CH:6][CH:5]=1.[H-].[Na+].[Cl:20][C:21]([Cl:25])=[CH:22][CH2:23]Cl. The catalyst is CN(C)C=O. The product is [Cl:20][C:21]([Cl:25])=[CH:22][CH2:23][C:9]([CH2:8][C:7]1[CH:6]=[CH:5][C:4]([O:3][C:2]([F:16])([F:17])[F:1])=[CH:15][CH:14]=1)([C:12]#[N:13])[C:10]#[N:11]. The yield is 0.280. (2) The reactants are [N:1]1([CH:7]2[CH2:12][CH2:11][CH:10]([C:13]([O:15]CC)=[O:14])[CH2:9][CH2:8]2)[CH2:5][CH2:4][CH2:3][C:2]1=[O:6].[O-]CC.[Na+]. The catalyst is C(O)C. The product is [N:1]1([C@H:7]2[CH2:8][CH2:9][C@H:10]([C:13]([OH:15])=[O:14])[CH2:11][CH2:12]2)[CH2:5][CH2:4][CH2:3][C:2]1=[O:6]. The yield is 0.805. (3) The reactants are [Cl:1][C:2]1[C:6]([NH:7][C:8](=[O:13])[CH2:9][CH2:10][S:11][CH3:12])=[CH:5][N:4]([C:14]2[CH:15]=[N:16][CH:17]=[CH:18][CH:19]=2)[N:3]=1.[CH3:20][CH:21]([CH2:25][S:26][CH3:27])[C:22](Cl)=[O:23]. The catalyst is ClCCCl. The product is [Cl:1][C:2]1[C:6]([N:7]([C:8](=[O:13])[CH2:9][CH2:10][S:11][CH3:12])[C:22](=[O:23])[CH:21]([CH3:20])[CH2:25][S:26][CH3:27])=[CH:5][N:4]([C:14]2[CH:15]=[N:16][CH:17]=[CH:18][CH:19]=2)[N:3]=1. The yield is 0.220.